Dataset: Catalyst prediction with 721,799 reactions and 888 catalyst types from USPTO. Task: Predict which catalyst facilitates the given reaction. (1) Reactant: Br[C:2]1[CH:3]=[C:4]([NH:13][CH:14]2[CH2:19][CH2:18][O:17][CH2:16][CH2:15]2)[C:5]([CH3:12])=[C:6]([CH:11]=1)[C:7]([O:9][CH3:10])=[O:8].CC1(C)C(C)(C)OB([C:28]2[CH:40]=[CH:39][C:31]([CH2:32][N:33]3[CH2:38][CH2:37][O:36][CH2:35][CH2:34]3)=[CH:30][CH:29]=2)O1.C([O-])([O-])=O.[Na+].[Na+]. Product: [CH3:12][C:5]1[C:4]([NH:13][CH:14]2[CH2:19][CH2:18][O:17][CH2:16][CH2:15]2)=[CH:3][C:2]([C:28]2[CH:29]=[CH:30][C:31]([CH2:32][N:33]3[CH2:38][CH2:37][O:36][CH2:35][CH2:34]3)=[CH:39][CH:40]=2)=[CH:11][C:6]=1[C:7]([O:9][CH3:10])=[O:8]. The catalyst class is: 70. (2) Reactant: [Cl:1][C:2]1[CH:7]=[CH:6][C:5]([O:8][CH3:9])=[CH:4][C:3]=1[NH:10][C:11]1[C:12]([NH:21][S:22]([C:25]2[CH:30]=[CH:29][CH:28]=[C:27]([C:31]#N)[CH:26]=2)(=[O:24])=[O:23])=[N:13][C:14]2[C:19]([N:20]=1)=[CH:18][CH:17]=[CH:16][CH:15]=2.O1CCOCC1.[OH-:39].[Na+].Cl.C[OH:43]. Product: [Cl:1][C:2]1[CH:7]=[CH:6][C:5]([O:8][CH3:9])=[CH:4][C:3]=1[NH:10][C:11]1[C:12]([NH:21][S:22]([C:25]2[CH:26]=[C:27]([CH:28]=[CH:29][CH:30]=2)[C:31]([OH:43])=[O:39])(=[O:24])=[O:23])=[N:13][C:14]2[C:19]([N:20]=1)=[CH:18][CH:17]=[CH:16][CH:15]=2. The catalyst class is: 13. (3) Reactant: [CH:1]1([C:4](Cl)=[O:5])[CH2:3][CH2:2]1.CCN(C(C)C)C(C)C.[CH3:16][C:17]1[C:22]([O:23][C:24]2[CH:29]=[CH:28][N:27]=[C:26]([NH:30][C:31]3[CH:36]=[CH:35][CH:34]=[C:33]([CH2:37][N:38]4[CH2:43][CH2:42][NH:41][CH2:40][CH2:39]4)[CH:32]=3)[CH:25]=2)=[CH:21][CH:20]=[C:19]([CH3:44])[N:18]=1. Product: [CH:1]1([C:4]([N:41]2[CH2:42][CH2:43][N:38]([CH2:37][C:33]3[CH:32]=[C:31]([NH:30][C:26]4[CH:25]=[C:24]([O:23][C:22]5[C:17]([CH3:16])=[N:18][C:19]([CH3:44])=[CH:20][CH:21]=5)[CH:29]=[CH:28][N:27]=4)[CH:36]=[CH:35][CH:34]=3)[CH2:39][CH2:40]2)=[O:5])[CH2:3][CH2:2]1. The catalyst class is: 2. (4) Reactant: [O:1]=[CH:2][C:3]1[CH:11]=[CH:10][CH:9]=[C:6]([O:7][CH3:8])[C:4]=1[OH:5].[CH3:12][CH:13]([Si:15](Cl)([CH:19]([CH3:21])[CH3:20])[CH:16]([CH3:18])[CH3:17])[CH3:14].N1C=CN=C1. Product: [CH3:8][O:7][C:6]1[C:4]([O:5][Si:15]([CH:19]([CH3:21])[CH3:20])([CH:16]([CH3:18])[CH3:17])[CH:13]([CH3:14])[CH3:12])=[C:3]([CH:11]=[CH:10][CH:9]=1)[CH:2]=[O:1]. The catalyst class is: 25. (5) Reactant: [CH2:1]([O:3][C:4]1[CH:13]=[CH:12][C:11]2[C:6](=[CH:7][CH:8]=[CH:9][CH:10]=2)[C:5]=1[C:14]1[N:18](COC)[C:17]([CH:22]=[O:23])=[CH:16][N:15]=1)[CH3:2].Cl. Product: [CH2:1]([O:3][C:4]1[CH:13]=[CH:12][C:11]2[C:6](=[CH:7][CH:8]=[CH:9][CH:10]=2)[C:5]=1[C:14]1[NH:18][C:17]([CH:22]=[O:23])=[CH:16][N:15]=1)[CH3:2]. The catalyst class is: 12. (6) The catalyst class is: 30. Reactant: [CH:1]([N:4]([CH3:29])[C:5]1[C:6]([C:19]2[CH:27]=[C:26]3[C:22]([CH:23]=[N:24][N:25]3[CH3:28])=[CH:21][CH:20]=2)=[N:7][C:8]2[C:13]([N:14]=1)=[CH:12][C:11]([C:15]([O:17]C)=[O:16])=[CH:10][CH:9]=2)([CH3:3])[CH3:2].O[Li].O.Cl. Product: [CH:1]([N:4]([CH3:29])[C:5]1[C:6]([C:19]2[CH:27]=[C:26]3[C:22]([CH:23]=[N:24][N:25]3[CH3:28])=[CH:21][CH:20]=2)=[N:7][C:8]2[C:13]([N:14]=1)=[CH:12][C:11]([C:15]([OH:17])=[O:16])=[CH:10][CH:9]=2)([CH3:3])[CH3:2].